This data is from Full USPTO retrosynthesis dataset with 1.9M reactions from patents (1976-2016). The task is: Predict the reactants needed to synthesize the given product. (1) Given the product [CH3:1][O:2][C:3](=[O:22])[C:4]1[CH:9]=[CH:8][CH:7]=[C:6]([S:10][C:11]2[C:19]3[C:14](=[CH:15][C:16]([Cl:20])=[CH:17][CH:18]=3)[N:13]([CH3:23])[C:12]=2[CH3:21])[CH:5]=1, predict the reactants needed to synthesize it. The reactants are: [CH3:1][O:2][C:3](=[O:22])[C:4]1[CH:9]=[CH:8][CH:7]=[C:6]([S:10][C:11]2[C:19]3[C:14](=[CH:15][C:16]([Cl:20])=[CH:17][CH:18]=3)[NH:13][C:12]=2[CH3:21])[CH:5]=1.[CH3:23][Si]([N-][Si](C)(C)C)(C)C.[Li+].IC. (2) Given the product [K+:2].[OH:3][C:4]1[CH:5]=[C:6]([CH:10]=[C:11]([O:13][C@@H:14]([CH3:18])[CH2:15][O:16][CH3:17])[CH:12]=1)[C:7]([O-:9])=[O:8], predict the reactants needed to synthesize it. The reactants are: [OH-].[K+:2].[OH:3][C:4]1[CH:5]=[C:6]([CH:10]=[C:11]([O:13][C@@H:14]([CH3:18])[CH2:15][O:16][CH3:17])[CH:12]=1)[C:7]([OH:9])=[O:8].O.C1(C)C=CC=CC=1. (3) Given the product [F:12][C:8]1([F:11])[CH2:7][CH2:6][N:5]([CH2:4][CH2:3][OH:2])[CH2:10][CH2:9]1, predict the reactants needed to synthesize it. The reactants are: C[O:2][C:3](=O)[CH2:4][N:5]1[CH2:10][CH2:9][C:8]([F:12])([F:11])[CH2:7][CH2:6]1.[H-].[Al+3].[Li+].[H-].[H-].[H-]. (4) Given the product [F:9][C:5]1[CH:4]=[C:3]([C:10]2[CH:15]=[CH:14][C:13]([S:16]([CH3:19])(=[O:18])=[O:17])=[CH:12][CH:11]=2)[C:2]([C:25]2[CH:24]=[CH:23][C:22]([O:21][CH3:20])=[C:27]([O:28][CH3:29])[CH:26]=2)=[CH:7][C:6]=1[F:8], predict the reactants needed to synthesize it. The reactants are: Br[C:2]1[CH:7]=[C:6]([F:8])[C:5]([F:9])=[CH:4][C:3]=1[C:10]1[CH:15]=[CH:14][C:13]([S:16]([CH3:19])(=[O:18])=[O:17])=[CH:12][CH:11]=1.[CH3:20][O:21][C:22]1[CH:23]=[C:24](B(O)O)[CH:25]=[CH:26][C:27]=1[O:28][CH3:29]. (5) Given the product [F:11][C:12]1[C:21]2[C:16](=[CH:17][CH:18]=[CH:19][CH:20]=2)[C:15]([CH:3]=[O:2])=[CH:14][CH:13]=1, predict the reactants needed to synthesize it. The reactants are: C[O:2][CH:3](Cl)Cl.[Sn](Cl)(Cl)(Cl)Cl.[F:11][C:12]1[C:21]2[C:16](=[CH:17][CH:18]=[CH:19][CH:20]=2)[CH:15]=[CH:14][CH:13]=1. (6) Given the product [Cl:1][C:2]1[CH:3]=[C:4]([CH:8]([NH2:16])[CH3:9])[CH:5]=[CH:6][CH:7]=1, predict the reactants needed to synthesize it. The reactants are: [Cl:1][C:2]1[CH:3]=[C:4]([C:8](=O)[CH3:9])[CH:5]=[CH:6][CH:7]=1.C(O)=O.C([NH2:16])=O. (7) Given the product [O:1]([C:8]1[C:9]2[NH:16][C:15]([C:17]([OH:20])=[O:18])=[CH:14][C:10]=2[N:11]=[CH:12][N:13]=1)[C:2]1[CH:7]=[CH:6][CH:5]=[CH:4][CH:3]=1, predict the reactants needed to synthesize it. The reactants are: [O:1]([C:8]1[C:9]2[NH:16][C:15]([CH:17]=[O:18])=[CH:14][C:10]=2[N:11]=[CH:12][N:13]=1)[C:2]1[CH:7]=[CH:6][CH:5]=[CH:4][CH:3]=1.P([O-])(O)(O)=[O:20].[Na+].Cl([O-])=O.[Na+].C(=O)([O-])O.[Na+].Cl. (8) Given the product [C:11]([O:10][C:9]([N:8]([CH:16]1[CH2:18][CH2:17]1)[C:6]1[N:5]2[N:19]=[CH:20][C:21]([CH:22]=[O:23])=[C:4]2[N:3]=[C:2]([C:29]2[S:28][C:27]([C:24]([OH:26])=[O:25])=[CH:31][CH:30]=2)[CH:7]=1)=[O:15])([CH3:14])([CH3:13])[CH3:12], predict the reactants needed to synthesize it. The reactants are: Cl[C:2]1[CH:7]=[C:6]([N:8]([CH:16]2[CH2:18][CH2:17]2)[C:9](=[O:15])[O:10][C:11]([CH3:14])([CH3:13])[CH3:12])[N:5]2[N:19]=[CH:20][C:21]([CH:22]=[O:23])=[C:4]2[N:3]=1.[C:24]([C:27]1[S:28][C:29](B(O)O)=[CH:30][CH:31]=1)([OH:26])=[O:25].C([O-])([O-])=O.[Na+].[Na+]. (9) Given the product [CH3:30][N:3]1[C:2](=[O:1])[C@H:13]([CH2:14][C:15]([O:17][C:18]([CH3:21])([CH3:19])[CH3:20])=[O:16])[CH2:12][CH:11]=[CH:10][CH2:9][CH2:8][C:7](=[O:22])[O:6][C@H:5]([C:23]2[CH:24]=[CH:25][CH:26]=[CH:27][CH:28]=2)[CH2:4]1, predict the reactants needed to synthesize it. The reactants are: [O:1]=[C:2]1[C@H:13]([CH2:14][C:15]([O:17][C:18]([CH3:21])([CH3:20])[CH3:19])=[O:16])[CH2:12][CH:11]=[CH:10][CH2:9][CH2:8][C:7](=[O:22])[O:6][C@H:5]([C:23]2[CH:28]=[CH:27][CH:26]=[CH:25][CH:24]=2)[CH2:4][NH:3]1.I[CH3:30].[H-].[Na+].